From a dataset of Forward reaction prediction with 1.9M reactions from USPTO patents (1976-2016). Predict the product of the given reaction. (1) Given the reactants Br[C:2]1[CH:7]=[N:6][C:5]([Br:8])=[CH:4][N:3]=1.[CH2:9]([S-:11])[CH3:10].[Na+], predict the reaction product. The product is: [Br:8][C:5]1[CH:4]=[N:3][C:2]([S:11][CH2:9][CH3:10])=[CH:7][N:6]=1. (2) Given the reactants [CH:1]1([CH2:4][O:5][C:6]2[CH:14]=[CH:13][C:9]([C:10](O)=[O:11])=[CH:8][C:7]=2[F:15])[CH2:3][CH2:2]1.C(Cl)(=O)C([Cl:19])=O, predict the reaction product. The product is: [CH:1]1([CH2:4][O:5][C:6]2[CH:14]=[CH:13][C:9]([C:10]([Cl:19])=[O:11])=[CH:8][C:7]=2[F:15])[CH2:3][CH2:2]1.